Dataset: NCI-60 drug combinations with 297,098 pairs across 59 cell lines. Task: Regression. Given two drug SMILES strings and cell line genomic features, predict the synergy score measuring deviation from expected non-interaction effect. (1) Drug 1: CCC1=CC2CC(C3=C(CN(C2)C1)C4=CC=CC=C4N3)(C5=C(C=C6C(=C5)C78CCN9C7C(C=CC9)(C(C(C8N6C)(C(=O)OC)O)OC(=O)C)CC)OC)C(=O)OC.C(C(C(=O)O)O)(C(=O)O)O. Drug 2: C(CC(=O)O)C(=O)CN.Cl. Cell line: MDA-MB-435. Synergy scores: CSS=32.7, Synergy_ZIP=-5.59, Synergy_Bliss=-11.0, Synergy_Loewe=-49.9, Synergy_HSA=-11.2. (2) Drug 1: C1CCC(CC1)NC(=O)N(CCCl)N=O. Drug 2: C1=C(C(=O)NC(=O)N1)N(CCCl)CCCl. Cell line: UO-31. Synergy scores: CSS=18.8, Synergy_ZIP=-7.18, Synergy_Bliss=-4.78, Synergy_Loewe=-2.85, Synergy_HSA=-2.24.